From a dataset of Reaction yield outcomes from USPTO patents with 853,638 reactions. Predict the reaction yield, written as a fraction of the theoretical maximum amount of product (1.0 means a 100% yield; for example, 0.34 means a 34% yield). (1) The reactants are [O:1]1[C:5]2[CH:6]=[CH:7][C:8]([C:10]3([C:13]([NH:15][C:16]4[CH:17]=[C:18]5[C:22](=[CH:23][CH:24]=4)[NH:21][C:20]([C:25](OCC)=[O:26])=[CH:19]5)=[O:14])[CH2:12][CH2:11]3)=[CH:9][C:4]=2[O:3][CH2:2]1.[Li+].[BH4-]. The catalyst is C1COCC1.O. The product is [O:1]1[C:5]2[CH:6]=[CH:7][C:8]([C:10]3([C:13]([NH:15][C:16]4[CH:17]=[C:18]5[C:22](=[CH:23][CH:24]=4)[NH:21][C:20]([CH2:25][OH:26])=[CH:19]5)=[O:14])[CH2:12][CH2:11]3)=[CH:9][C:4]=2[O:3][CH2:2]1. The yield is 0.730. (2) The reactants are [F:1][C:2]1[CH:10]=[CH:9][CH:8]=[C:7]2[C:3]=1[C:4]([CH2:11][C:12]([O:14][CH2:15][CH3:16])=[O:13])=[CH:5][NH:6]2.Cl[CH2:18][C:19]1[CH:24]=[CH:23][C:22]([C:25]2[CH:26]=[N:27][N:28]([CH3:30])[CH:29]=2)=[CH:21][C:20]=1[F:31].C(=O)([O-])[O-].[Cs+].[Cs+]. The catalyst is CN(C)C(=O)C.CCOC(C)=O. The product is [F:1][C:2]1[CH:10]=[CH:9][CH:8]=[C:7]2[C:3]=1[C:4]([CH2:11][C:12]([O:14][CH2:15][CH3:16])=[O:13])=[CH:5][N:6]2[CH2:18][C:19]1[CH:24]=[CH:23][C:22]([C:25]2[CH:26]=[N:27][N:28]([CH3:30])[CH:29]=2)=[CH:21][C:20]=1[F:31]. The yield is 0.620. (3) The reactants are C([O:3][C:4](=O)[C:5]1[CH:10]=[C:9]([O:11][CH2:12][CH3:13])[C:8]([NH2:14])=[C:7]([O:15][CH2:16][CH3:17])[CH:6]=1)C.[H-].C([Al+]CC(C)C)C(C)C. The catalyst is ClCCl. The product is [NH2:14][C:8]1[C:7]([O:15][CH2:16][CH3:17])=[CH:6][C:5]([CH2:4][OH:3])=[CH:10][C:9]=1[O:11][CH2:12][CH3:13]. The yield is 0.470. (4) The reactants are [CH:1]1([CH2:5][N:6]2[CH:11]=[CH:10][C:9]([OH:12])=[CH:8][C:7]2=[O:13])[CH2:4][CH2:3][CH2:2]1.N1C=CC=CC=1.S(OC)(O[C:24](SC)([S:27][CH3:28])[S:25][CH3:26])(=O)=O. The catalyst is O1CCOCC1. The product is [CH3:26][S:25][C:24]([S:27][CH3:28])=[C:8]1[C:9](=[O:12])[CH:10]=[CH:11][N:6]([CH2:5][CH:1]2[CH2:2][CH2:3][CH2:4]2)[C:7]1=[O:13]. The yield is 0.500. (5) The reactants are C1(P(C2C=CC=CC=2)C2C=CC=CC=2)C=CC=CC=1.N(C(OC(C)C)=O)=NC(OC(C)C)=O.O[CH2:35][CH2:36][CH2:37][CH2:38][CH2:39][CH2:40][CH2:41][CH2:42][CH2:43][CH2:44][CH2:45][CH2:46][CH2:47][CH2:48][CH2:49][C:50]([O:52][CH2:53][CH3:54])=[O:51].C1(P([N:69]=[N+:70]=[N-:71])(C2C=CC=CC=2)=O)C=CC=CC=1. The catalyst is C1COCC1.[Cl-].[Na+].O.C(OCC)C.O. The product is [N:69]([CH2:35][CH2:36][CH2:37][CH2:38][CH2:39][CH2:40][CH2:41][CH2:42][CH2:43][CH2:44][CH2:45][CH2:46][CH2:47][CH2:48][CH2:49][C:50]([O:52][CH2:53][CH3:54])=[O:51])=[N+:70]=[N-:71]. The yield is 0.820.